This data is from Forward reaction prediction with 1.9M reactions from USPTO patents (1976-2016). The task is: Predict the product of the given reaction. (1) Given the reactants [Cl:1][C:2]1[CH:7]=[CH:6][C:5]([S:8]([NH2:11])(=[O:10])=[O:9])=[CH:4][C:3]=1[N+:12]([O-:14])=[O:13].N[C:16]1[CH:21]=[CH:20][CH:19]=[CH:18][CH:17]=1.N1C=CC=CC=1, predict the reaction product. The product is: [Cl:1][C:2]1[CH:7]=[CH:6][C:5]([S:8]([NH:11][C:16]2[CH:21]=[CH:20][CH:19]=[CH:18][CH:17]=2)(=[O:9])=[O:10])=[CH:4][C:3]=1[N+:12]([O-:14])=[O:13]. (2) Given the reactants [CH:1]1([CH:4]([C:11]2[CH:16]=[C:15]([O:17][CH2:18][C:19]3[CH:20]=[N:21][C:22]([C:30]4[CH:35]=[C:34]([O:36][CH3:37])[CH:33]=[CH:32][C:31]=4[F:38])=[C:23]([O:25][CH2:26][CH:27]([CH3:29])[CH3:28])[CH:24]=3)[N:14]=[CH:13][N:12]=2)[CH2:5][C:6]([O:8]CC)=[O:7])[CH2:3][CH2:2]1.[OH-].[Na+].Cl, predict the reaction product. The product is: [CH:1]1([CH:4]([C:11]2[CH:16]=[C:15]([O:17][CH2:18][C:19]3[CH:20]=[N:21][C:22]([C:30]4[CH:35]=[C:34]([O:36][CH3:37])[CH:33]=[CH:32][C:31]=4[F:38])=[C:23]([O:25][CH2:26][CH:27]([CH3:29])[CH3:28])[CH:24]=3)[N:14]=[CH:13][N:12]=2)[CH2:5][C:6]([OH:8])=[O:7])[CH2:2][CH2:3]1. (3) The product is: [NH2:11][C:12]1[C:13]([C:19]([C:21]2[CH:26]=[CH:25][CH:24]=[CH:23][CH:22]=2)=[O:20])=[N:14][C:15]([Br:27])=[C:16]([CH3:18])[N:17]=1. Given the reactants C(=O)([O-])[O-].[K+].[K+].C(O)(=O)C.[NH2:11][C:12]1[C:13]([C:19]([C:21]2[CH:26]=[CH:25][CH:24]=[CH:23][CH:22]=2)=[O:20])=[N:14][CH:15]=[C:16]([CH3:18])[N:17]=1.[Br:27]Br, predict the reaction product. (4) Given the reactants C(OC([N:8]1[CH2:26][CH2:25][CH:11]2[N:12]([CH3:24])[C:13]3[C:14]([C:20]([F:23])([F:22])[F:21])=[CH:15][C:16]([OH:19])=[CH:17][C:18]=3[CH:10]2[CH2:9]1)=O)(C)(C)C.Br[CH2:28][C:29]1[CH:34]=[CH:33][CH:32]=[CH:31][N:30]=1.C([O-])([O-])=O.[K+].[K+], predict the reaction product. The product is: [CH3:24][N:12]1[C:13]2[C:14]([C:20]([F:21])([F:23])[F:22])=[CH:15][C:16]([O:19][CH2:28][C:29]3[CH:34]=[CH:33][CH:32]=[CH:31][N:30]=3)=[CH:17][C:18]=2[CH:10]2[CH2:9][NH:8][CH2:26][CH2:25][CH:11]12. (5) Given the reactants Br[C:2]1[CH:7]=[N:6][C:5]([Br:8])=[CH:4][N:3]=1.[N:9]1([C:15]([O:17][C:18]([CH3:21])([CH3:20])[CH3:19])=[O:16])[CH2:14][CH2:13][NH:12][CH2:11][CH2:10]1.C([O-])([O-])=O.[K+].[K+], predict the reaction product. The product is: [Br:8][C:5]1[N:6]=[CH:7][C:2]([N:12]2[CH2:11][CH2:10][N:9]([C:15]([O:17][C:18]([CH3:21])([CH3:20])[CH3:19])=[O:16])[CH2:14][CH2:13]2)=[N:3][CH:4]=1. (6) The product is: [Cl:8][C:4]1[N:2]([CH3:3])[N:14]=[C:13]([CH:12]([F:20])[F:11])[C:17]=1[CH:16]=[O:18]. Given the reactants C[N:2]([CH:4]=O)[CH3:3].P(Cl)(Cl)([Cl:8])=O.[F:11][CH:12]([F:20])[C:13]1[CH2:17][C:16](=[O:18])N(C)[N:14]=1, predict the reaction product. (7) Given the reactants C([Si]1(C(C)(C)C)[O:10][C@H:9]2[C@H:11]([O:14][C:15]3[N:16](COCC[Si](C)(C)C)[C:17]4[C:18]([N:52]=3)=[N:19][C:20]([C:24]3[CH:29]=[CH:28][C:27]([C:30]5[CH:35]=[CH:34][C:33]([C:36]([N:38]6[CH2:42][CH2:41][C@@H:40]([O:43]COCC[Si](C)(C)C)[CH2:39]6)=[O:37])=[CH:32][CH:31]=5)=[CH:26][CH:25]=3)=[C:21]([Cl:23])[CH:22]=4)[CH2:12][CH2:13][C@@H:8]2[CH2:7][O:6]1)(C)(C)C.C(O)=O.OS([O-])(=O)=O.[K+].CCCC[N+](CCCC)(CCCC)CCCC.[F-].C1COCC1, predict the reaction product. The product is: [Cl:23][C:21]1[CH:22]=[C:17]2[NH:16][C:15]([O:14][C@@H:11]3[CH2:12][CH2:13][C@H:8]([CH2:7][OH:6])[C@H:9]3[OH:10])=[N:52][C:18]2=[N:19][C:20]=1[C:24]1[CH:29]=[CH:28][C:27]([C:30]2[CH:31]=[CH:32][C:33]([C:36]([N:38]3[CH2:42][CH2:41][C@@H:40]([OH:43])[CH2:39]3)=[O:37])=[CH:34][CH:35]=2)=[CH:26][CH:25]=1. (8) Given the reactants FC1C=CC(C(=O)C(OCC)=O)=CC=1.C(N(S(F)(F)F)CC)C.[F:24][C:25]([F:36])([C:29]1[CH:34]=[CH:33][C:32]([F:35])=[CH:31][CH:30]=1)[C:26]([OH:28])=[O:27].[CH3:37][NH:38][O:39][CH3:40].F[P-](F)(F)(F)(F)F.N1(OC(N(C)C)=[N+](C)C)C2N=CC=CC=2N=N1, predict the reaction product. The product is: [F:36][C:25]([F:24])([C:29]1[CH:34]=[CH:33][C:32]([F:35])=[CH:31][CH:30]=1)[C:26]([OH:28])=[O:27].[F:24][C:25]([F:36])([C:29]1[CH:34]=[CH:33][C:32]([F:35])=[CH:31][CH:30]=1)[C:26]([N:38]([O:39][CH3:40])[CH3:37])=[O:27]. (9) Given the reactants F[C:2]1[CH:7]=[CH:6][C:5]([N+:8]([O-:10])=[O:9])=[C:4]([O:11][CH3:12])[CH:3]=1.O.[NH2:14][NH2:15], predict the reaction product. The product is: [CH3:12][O:11][C:4]1[CH:3]=[C:2]([NH:14][NH2:15])[CH:7]=[CH:6][C:5]=1[N+:8]([O-:10])=[O:9]. (10) Given the reactants [CH:1]1([NH2:4])[CH2:3][CH2:2]1.[CH3:5][C:6]1[O:10][N:9]=[C:8]([C:11]2[CH:16]=[CH:15][CH:14]=[CH:13][CH:12]=2)[C:7]=1[C:17]1[N:18]=[CH:19][N:20]([C:22]2[CH:23]=[C:24]([CH:28]=[CH:29][CH:30]=2)[C:25](O)=[O:26])[CH:21]=1, predict the reaction product. The product is: [CH:1]1([NH:4][C:25](=[O:26])[C:24]2[CH:28]=[CH:29][CH:30]=[C:22]([N:20]3[CH:21]=[C:17]([C:7]4[C:8]([C:11]5[CH:16]=[CH:15][CH:14]=[CH:13][CH:12]=5)=[N:9][O:10][C:6]=4[CH3:5])[N:18]=[CH:19]3)[CH:23]=2)[CH2:3][CH2:2]1.